This data is from Full USPTO retrosynthesis dataset with 1.9M reactions from patents (1976-2016). The task is: Predict the reactants needed to synthesize the given product. Given the product [CH2:27]([N:29]1[CH2:30][CH2:31][N:2]([C:3]2[C:5]3[C:6](=[CH:7][CH:8]=[CH:9][CH:10]=3)[CH:11]=[C:12]([C:14]3[CH:19]=[CH:18][N:17]=[C:16]([O:20][CH3:21])[CH:15]=3)[N:13]=2)[CH2:1][CH2:34]1)[CH3:28], predict the reactants needed to synthesize it. The reactants are: [CH3:1][NH:2][C:3]([C:5]1[C:6]([CH3:11])=[CH:7][CH:8]=[CH:9][CH:10]=1)=O.[C:12]([C:14]1[CH:19]=[CH:18][N:17]=[C:16]([O:20][CH3:21])[CH:15]=1)#[N:13].P(Cl)(Cl)(Cl)=O.[CH2:27]([N:29]1[CH2:34]CN[CH2:31][CH2:30]1)[CH3:28].